Dataset: Peptide-MHC class II binding affinity with 134,281 pairs from IEDB. Task: Regression. Given a peptide amino acid sequence and an MHC pseudo amino acid sequence, predict their binding affinity value. This is MHC class II binding data. (1) The peptide sequence is SDYVYEPFPKRVWEQ. The MHC is HLA-DQA10104-DQB10503 with pseudo-sequence HLA-DQA10104-DQB10503. The binding affinity (normalized) is 0. (2) The peptide sequence is IRDKVQKEYALFYKLDVV. The MHC is HLA-DQA10301-DQB10301 with pseudo-sequence HLA-DQA10301-DQB10301. The binding affinity (normalized) is 0.211. (3) The peptide sequence is ALRVIAGALEVHAVK. The MHC is HLA-DPA10201-DPB10101 with pseudo-sequence HLA-DPA10201-DPB10101. The binding affinity (normalized) is 0.209. (4) The peptide sequence is ATEVVRRLTATAHRG. The MHC is DRB3_0202 with pseudo-sequence DRB3_0202. The binding affinity (normalized) is 0.216. (5) The peptide sequence is RTMAMVLSIVSLFPL. The MHC is DRB1_0301 with pseudo-sequence DRB1_0301. The binding affinity (normalized) is 0.484. (6) The peptide sequence is VRYTTEGGTKTEAEDVIPEG. The MHC is HLA-DPA10103-DPB10401 with pseudo-sequence HLA-DPA10103-DPB10401. The binding affinity (normalized) is 0. (7) The peptide sequence is SCTMPPVSFHGSDGC. The MHC is DRB4_0103 with pseudo-sequence DRB4_0103. The binding affinity (normalized) is 0.